This data is from Reaction yield outcomes from USPTO patents with 853,638 reactions. The task is: Predict the reaction yield, written as a fraction of the theoretical maximum amount of product (1.0 means a 100% yield; for example, 0.34 means a 34% yield). The reactants are CC([O-])(C)C.[K+].[NH2:7][C:8]1[CH:13]=[CH:12][C:11]([OH:14])=[C:10]([Cl:15])[CH:9]=1.[Cl:16][C:17]1[CH:22]=[C:21](Cl)[CH:20]=[CH:19][N:18]=1. The catalyst is CN(C=O)C.O.CCOC(C)=O. The product is [Cl:15][C:10]1[CH:9]=[C:8]([NH2:7])[CH:13]=[CH:12][C:11]=1[O:14][C:21]1[CH:20]=[CH:19][N:18]=[C:17]([Cl:16])[CH:22]=1. The yield is 0.500.